From a dataset of Forward reaction prediction with 1.9M reactions from USPTO patents (1976-2016). Predict the product of the given reaction. Given the reactants [NH2:1][C:2]1[CH:3]=[C:4]([C:8]2[N:9]=[C:10]([NH:24][CH2:25][C:26]3[CH:31]=[CH:30][CH:29]=[CH:28][N:27]=3)[C:11]3[C:16]([CH:17]=2)=[CH:15][CH:14]=[CH:13][C:12]=3[C:18]2[CH:23]=[CH:22][CH:21]=[CH:20][CH:19]=2)[CH:5]=[N:6][CH:7]=1.N1C=CC=CC=1.[C:38](Cl)(=[O:40])[CH3:39], predict the reaction product. The product is: [C:18]1([C:12]2[CH:13]=[CH:14][CH:15]=[C:16]3[C:11]=2[C:10]([NH:24][CH2:25][C:26]2[CH:31]=[CH:30][CH:29]=[CH:28][N:27]=2)=[N:9][C:8]([C:4]2[CH:3]=[C:2]([NH:1][C:38](=[O:40])[CH3:39])[CH:7]=[N:6][CH:5]=2)=[CH:17]3)[CH:23]=[CH:22][CH:21]=[CH:20][CH:19]=1.